Dataset: Forward reaction prediction with 1.9M reactions from USPTO patents (1976-2016). Task: Predict the product of the given reaction. (1) The product is: [CH:33]([N:14]([CH2:13][C@H:11]1[C@H:10]([NH:36][S:44]([CH2:43][C:37]2[CH:42]=[CH:41][CH:40]=[CH:39][CH:38]=2)(=[O:46])=[O:45])[CH2:9][NH:8][CH2:12]1)[C:15](=[O:32])[C:16]1[CH:21]=[CH:20][C:19]([O:22][CH3:23])=[C:18]([O:24][CH2:25][CH2:26][CH:27]2[CH2:31][CH2:30][CH2:29][O:28]2)[CH:17]=1)([CH3:35])[CH3:34]. Given the reactants C(OC([N:8]1[CH2:12][C@@H:11]([CH2:13][N:14]([CH:33]([CH3:35])[CH3:34])[C:15](=[O:32])[C:16]2[CH:21]=[CH:20][C:19]([O:22][CH3:23])=[C:18]([O:24][CH2:25][CH2:26][CH:27]3[CH2:31][CH2:30][CH2:29][O:28]3)[CH:17]=2)[C@H:10]([NH2:36])[CH2:9]1)=O)(C)(C)C.[C:37]1([CH2:43][S:44](Cl)(=[O:46])=[O:45])[CH:42]=[CH:41][CH:40]=[CH:39][CH:38]=1.CC#N.O.CC#N, predict the reaction product. (2) Given the reactants [N:1](CC1C=CC=CC=1)=[N+:2]=[N-:3].[C:11]([OH:17])(=[O:16])[CH2:12][CH2:13][C:14]#[CH:15], predict the reaction product. The product is: [NH:1]1[CH:15]=[C:14]([CH2:13][CH2:12][C:11]([OH:17])=[O:16])[N:3]=[N:2]1.